The task is: Predict which catalyst facilitates the given reaction.. This data is from Catalyst prediction with 721,799 reactions and 888 catalyst types from USPTO. (1) Reactant: [Cl:1][C:2]1[CH:3]=[C:4]2[C:8](=[CH:9][CH:10]=1)[N:7]([C:11]1[CH:16]=[CH:15][CH:14]=[C:13]([C:17]([F:20])([F:19])[F:18])[CH:12]=1)[C:6]([CH:21]([NH:28][C:29]1[CH:34]=[CH:33][C:32]([C:35]([N:37]([CH3:45])[CH2:38][CH2:39][C:40]([O:42]CC)=[O:41])=[O:36])=[CH:31][CH:30]=1)[CH2:22][CH2:23][CH2:24][CH2:25][CH2:26][CH3:27])=[CH:5]2.O1CCCC1.[OH-].[Na+]. Product: [Cl:1][C:2]1[CH:3]=[C:4]2[C:8](=[CH:9][CH:10]=1)[N:7]([C:11]1[CH:16]=[CH:15][CH:14]=[C:13]([C:17]([F:20])([F:19])[F:18])[CH:12]=1)[C:6]([CH:21]([NH:28][C:29]1[CH:30]=[CH:31][C:32]([C:35]([N:37]([CH3:45])[CH2:38][CH2:39][C:40]([OH:42])=[O:41])=[O:36])=[CH:33][CH:34]=1)[CH2:22][CH2:23][CH2:24][CH2:25][CH2:26][CH3:27])=[CH:5]2. The catalyst class is: 8. (2) Reactant: [Cl:1][C:2]1[CH:21]=[CH:20][C:5]([CH:6]([N:14]2[CH2:19][CH2:18][NH:17][CH2:16][CH2:15]2)[C:7]2[CH:12]=[CH:11][C:10]([Cl:13])=[CH:9][CH:8]=2)=[CH:4][CH:3]=1.C(N(CC)CC)C.[F:29][C:30]1[CH:38]=[CH:37][C:33]([C:34](Cl)=[O:35])=[CH:32][CH:31]=1. Product: [Cl:1][C:2]1[CH:21]=[CH:20][C:5]([CH:6]([C:7]2[CH:8]=[CH:9][C:10]([Cl:13])=[CH:11][CH:12]=2)[N:14]2[CH2:15][CH2:16][N:17]([C:34]([C:33]3[CH:37]=[CH:38][C:30]([F:29])=[CH:31][CH:32]=3)=[O:35])[CH2:18][CH2:19]2)=[CH:4][CH:3]=1. The catalyst class is: 864. (3) Reactant: [N:1]1[CH:6]=[CH:5][N:4]=[CH:3][C:2]=1[C:7]1[CH:8]=[CH:9][C:10]([C:13]([OH:15])=O)=[N:11][CH:12]=1.[NH2:16][CH2:17][C:18]1[CH:23]=[CH:22][N:21]([C:24]2[CH:29]=[CH:28][N:27]=[C:26]([C:30]([F:33])([F:32])[F:31])[CH:25]=2)[C:20](=[O:34])[CH:19]=1.F[P-](F)(F)(F)(F)F.N1(OC(N(C)C)=[N+](C)C)C2N=CC=CC=2N=N1.CCN(C(C)C)C(C)C. Product: [O:34]=[C:20]1[CH:19]=[C:18]([CH2:17][NH:16][C:13](=[O:15])[C:10]2[CH:9]=[CH:8][C:7]([C:2]3[CH:3]=[N:4][CH:5]=[CH:6][N:1]=3)=[CH:12][N:11]=2)[CH:23]=[CH:22][N:21]1[C:24]1[CH:29]=[CH:28][N:27]=[C:26]([C:30]([F:33])([F:31])[F:32])[CH:25]=1. The catalyst class is: 623. (4) Reactant: Cl[C:2]1[C:11]([C:12]([OH:14])=[O:13])=[CH:10][C:9]2[C:4](=[CH:5][CH:6]=[C:7]([Cl:15])[CH:8]=2)[N:3]=1.C([O:18][C:19]([C:21]1[C:22]([O:31][C:32]2[CH:37]=[CH:36][C:35]([CH2:38][CH:39]([NH2:43])[C:40]([OH:42])=[O:41])=[CH:34][CH:33]=2)=[N:23][C:24]2[C:29]([CH:30]=1)=[CH:28][CH:27]=[CH:26][CH:25]=2)=[O:20])C.[OH-].[Na+]. Product: [C:40]([CH:39]([NH:43][C:2]1[C:11]([C:12]([OH:14])=[O:13])=[CH:10][C:9]2[C:4](=[CH:5][CH:6]=[C:7]([Cl:15])[CH:8]=2)[N:3]=1)[CH2:38][C:35]1[CH:36]=[CH:37][C:32]([O:31][C:22]2[C:21]([C:19]([OH:20])=[O:18])=[CH:30][C:29]3[C:24](=[CH:25][CH:26]=[CH:27][CH:28]=3)[N:23]=2)=[CH:33][CH:34]=1)([OH:42])=[O:41]. The catalyst class is: 16. (5) Reactant: Br[C:2]1[CH:3]=[N:4][CH:5]=[C:6]([CH:10]=1)[C:7]([OH:9])=[O:8].[Cl:11][C:12]1[CH:13]=[C:14](B(O)O)[CH:15]=[CH:16][CH:17]=1.C(=O)([O-])[O-].[Na+].[Na+].O. Product: [Cl:11][C:12]1[CH:17]=[C:16]([C:2]2[CH:3]=[N:4][CH:5]=[C:6]([CH:10]=2)[C:7]([OH:9])=[O:8])[CH:15]=[CH:14][CH:13]=1. The catalyst class is: 790. (6) Reactant: C1CCC=CCCC=1.P([O-])([O-])([O-])=O.[K+].[K+].[K+].[CH3:17][C:18]1[CH:23]=[CH:22][C:21](/[CH:24]=[CH:25]/[CH2:26][CH:27]([CH3:29])[CH3:28])=[CH:20][C:19]=1B(O)O.[CH2:33]=[CH:34][CH:35]=[O:36]. Product: [CH3:17][C:18]1[CH:23]=[CH:22][C:21](/[CH:24]=[CH:25]/[CH2:26][CH:27]([CH3:29])[CH3:28])=[CH:20][C:19]=1[CH2:33][CH2:34][CH:35]=[O:36]. The catalyst class is: 38.